This data is from Reaction yield outcomes from USPTO patents with 853,638 reactions. The task is: Predict the reaction yield, written as a fraction of the theoretical maximum amount of product (1.0 means a 100% yield; for example, 0.34 means a 34% yield). (1) The reactants are [CH3:1][O:2][C:3]1[CH:8]=[C:7]([CH3:9])[C:6]([CH3:10])=[CH:5][C:4]=1[C:11]1([CH3:27])[NH:15][C:14](=[O:16])[N:13]([CH2:17][C:18](=[O:25])[C:19]2[CH:24]=[CH:23][CH:22]=[CH:21][CH:20]=2)[C:12]1=[O:26].[CH3:28]I. No catalyst specified. The product is [CH3:1][O:2][C:3]1[CH:8]=[C:7]([CH3:9])[C:6]([CH3:10])=[CH:5][C:4]=1[C:11]1([CH3:27])[N:15]([CH3:28])[C:14](=[O:16])[N:13]([CH2:17][C:18](=[O:25])[C:19]2[CH:24]=[CH:23][CH:22]=[CH:21][CH:20]=2)[C:12]1=[O:26]. The yield is 0.490. (2) The reactants are [CH2:1]([OH:7])[CH2:2]/[CH:3]=[CH:4]/[CH2:5][CH3:6].[S:8](Cl)([C:11]1[CH:17]=[CH:16][C:14]([CH3:15])=[CH:13][CH:12]=1)(=[O:10])=[O:9].CCN(CC)CC. The catalyst is CN(C1C=CN=CC=1)C. The product is [CH3:15][C:14]1[CH:16]=[CH:17][C:11]([S:8]([O:7][CH2:1][CH2:2]/[CH:3]=[CH:4]/[CH2:5][CH3:6])(=[O:10])=[O:9])=[CH:12][CH:13]=1. The yield is 0.990. (3) The reactants are C(OC(=O)[NH:7][C:8]1[CH:13]=[CH:12][C:11]([C:14]([N:16]2[CH2:22][C:21]3([CH3:24])[CH2:23][CH:17]2[CH2:18][C:19]([CH3:26])([CH3:25])[CH2:20]3)=[O:15])=[CH:10][CH:9]=1)(C)(C)C.[H-].[Na+].Br[CH2:31][CH2:32][O:33][CH3:34]. The catalyst is CN(C=O)C. The product is [CH3:34][O:33][CH2:32][CH2:31][NH:7][C:8]1[CH:9]=[CH:10][C:11]([C:14]([N:16]2[CH2:26][C:19]3([CH3:25])[CH2:18][CH:17]2[CH2:23][C:21]([CH3:22])([CH3:24])[CH2:20]3)=[O:15])=[CH:12][CH:13]=1. The yield is 0.680. (4) The reactants are Cl[S:2]([C:5]1[CH:6]=[C:7]([C:18]([O:20][CH2:21][CH3:22])=[O:19])[N:8]([CH2:11][CH:12]2[CH2:17][CH2:16][CH2:15][CH2:14][CH2:13]2)[C:9]=1[CH3:10])(=[O:4])=[O:3].[O-]S([O-])=O.[Na+].[Na+].C([O-])([O-])=O.[Na+].[Na+].Br[CH2:36][CH:37]1[CH2:39][CH2:38]1. The catalyst is CC(C)=O.O. The product is [CH:12]1([CH2:11][N:8]2[C:9]([CH3:10])=[C:5]([S:2]([CH2:36][CH:37]3[CH2:39][CH2:38]3)(=[O:4])=[O:3])[CH:6]=[C:7]2[C:18]([O:20][CH2:21][CH3:22])=[O:19])[CH2:17][CH2:16][CH2:15][CH2:14][CH2:13]1. The yield is 0.510. (5) The reactants are [CH2:1]([C@H:3]1[O:8][C@@H:7]([CH2:9][CH3:10])[CH2:6][N:5]([C:11]2[CH:18]=[CH:17][C:16]([N+:19]([O-:21])=[O:20])=[CH:15][C:12]=2[CH:13]=O)[CH2:4]1)[CH3:2].[NH:22]1[C:29](=[O:30])[CH2:28][C:26](=[O:27])[NH:25][C:23]1=[O:24]. The catalyst is CO. The product is [CH2:9]([C@H:7]1[O:8][C@@H:3]([CH2:1][CH3:2])[C@@H:4]2[C:28]3([CH2:13][C:12]4[C:11]([N:5]2[CH2:6]1)=[CH:18][CH:17]=[C:16]([N+:19]([O-:21])=[O:20])[CH:15]=4)[C:26](=[O:27])[NH:25][C:23](=[O:24])[NH:22][C:29]3=[O:30])[CH3:10]. The yield is 0.480. (6) The reactants are [CH3:1][C:2]1[CH:11]=[CH:10][C:9]2[C:4](=[CH:5][CH:6]=[CH:7][C:8]=2[N:12]2[CH2:17][CH2:16][N:15]([CH2:18][CH2:19][C:20]3[CH:21]=[C:22]([CH:24]=[CH:25][CH:26]=3)[NH2:23])[CH2:14][CH2:13]2)[N:3]=1.[CH:27]1([C:30](Cl)=[O:31])[CH2:29][CH2:28]1. No catalyst specified. The product is [CH3:1][C:2]1[CH:11]=[CH:10][C:9]2[C:4](=[CH:5][CH:6]=[CH:7][C:8]=2[N:12]2[CH2:13][CH2:14][N:15]([CH2:18][CH2:19][C:20]3[CH:21]=[C:22]([NH:23][C:30]([CH:27]4[CH2:29][CH2:28]4)=[O:31])[CH:24]=[CH:25][CH:26]=3)[CH2:16][CH2:17]2)[N:3]=1. The yield is 0.700. (7) The reactants are [N:1]1[CH:6]=[CH:5][CH:4]=[N:3][C:2]=1[O:7][C:8]1[CH:9]=[C:10]([CH:13]=[CH:14][CH:15]=1)[CH:11]=O.[C@@H:16]1([NH2:26])[C:25]2[C:20](=[CH:21][CH:22]=[CH:23][CH:24]=2)[CH2:19][CH2:18][CH2:17]1. No catalyst specified. The product is [N:1]1[CH:6]=[CH:5][CH:4]=[N:3][C:2]=1[O:7][C:8]1[CH:9]=[C:10]([CH:13]=[CH:14][CH:15]=1)[CH2:11][NH:26][C@@H:16]1[C:25]2[C:20](=[CH:21][CH:22]=[CH:23][CH:24]=2)[CH2:19][CH2:18][CH2:17]1. The yield is 0.190. (8) The reactants are [CH3:1][C:2]1[NH:7][C:6](=[S:8])[NH:5][C:4](=[O:9])[C:3]=1[CH:10]([CH3:12])[CH3:11].I[CH3:14]. The yield is 1.00. The catalyst is CN(C=O)C.[Cl-].[Li+]. The product is [CH3:1][C:2]1[N:7]=[C:6]([S:8][CH3:14])[NH:5][C:4](=[O:9])[C:3]=1[CH:10]([CH3:12])[CH3:11].